This data is from TCR-epitope binding with 47,182 pairs between 192 epitopes and 23,139 TCRs. The task is: Binary Classification. Given a T-cell receptor sequence (or CDR3 region) and an epitope sequence, predict whether binding occurs between them. (1) The epitope is ITEEVGHTDLMAAY. The TCR CDR3 sequence is CASSLLHYEQYF. Result: 1 (the TCR binds to the epitope). (2) The epitope is FLRGRAYGL. The TCR CDR3 sequence is CASSTGQAYEQYF. Result: 1 (the TCR binds to the epitope). (3) The epitope is FSKQLQQSM. The TCR CDR3 sequence is CASSPHRDFYTDTQYF. Result: 0 (the TCR does not bind to the epitope). (4) The epitope is KEIDRLNEV. The TCR CDR3 sequence is CASRTSGGPADTQYF. Result: 0 (the TCR does not bind to the epitope). (5) The epitope is PKYVKQNTLKLAT. The TCR CDR3 sequence is CSVEVGAVSYNEQFF. Result: 0 (the TCR does not bind to the epitope).